Dataset: Peptide-MHC class I binding affinity with 185,985 pairs from IEDB/IMGT. Task: Regression. Given a peptide amino acid sequence and an MHC pseudo amino acid sequence, predict their binding affinity value. This is MHC class I binding data. (1) The peptide sequence is EPATQTFDM. The MHC is HLA-B07:02 with pseudo-sequence HLA-B07:02. The binding affinity (normalized) is 0.556. (2) The peptide sequence is AYDHGNVIL. The MHC is HLA-B15:17 with pseudo-sequence HLA-B15:17. The binding affinity (normalized) is 0.0847. (3) The peptide sequence is WPRHRRLSI. The MHC is HLA-B15:01 with pseudo-sequence HLA-B15:01. The binding affinity (normalized) is 0.0847.